From a dataset of Experimentally validated miRNA-target interactions with 360,000+ pairs, plus equal number of negative samples. Binary Classification. Given a miRNA mature sequence and a target amino acid sequence, predict their likelihood of interaction. (1) The miRNA is hsa-miR-744-5p with sequence UGCGGGGCUAGGGCUAACAGCA. The protein sequence of the target gene is MRQGLLVLALVLVLVLVLAAGSQVQEWYPRESHALNWNKFSGFWYILATATDAQGFLPARDKRKLGASVVKVNKVGQLRVLLAFRRGQGCGRAQPRHPGTSGHLWASLSVKGVKAFHVLSTDYSYGLVYLRLGRATQNYKNLLLFHRQNVSSFQSLKEFMDACDILGLSKAAVILPKDASRTHTILP. Result: 0 (no interaction). (2) The miRNA is hsa-miR-6516-5p with sequence UUUGCAGUAACAGGUGUGAGCA. The protein sequence of the target gene is MTASPDYLVVLFGITAGATGAKLGSDEKELILLFWKVVDLANKKVGQLHEVLVRPDQLELTEDCKEETKIDVESLSSASQLDQALRQFNQSVSNELNIGVGTSFCLCTDGQLHVRQILHPEASKKNVLLPECFYSFFDLRKEFKKCCPGSPDIDKLDVATMTEYLNFEKSSSVSRYGASQVEDMGNIILAMISEPYNHRFSDPERVNYKFESGTCSKMELIDDNTVVRARGLPWQSSDQDIARFFKGLNIAKGGAALCLNAQGRRNGEALVRFVSEEHRDLALQRHKHHMGTRYIEVYKA.... Result: 1 (interaction). (3) Result: 1 (interaction). The miRNA is hsa-miR-766-3p with sequence ACUCCAGCCCCACAGCCUCAGC. The protein sequence of the target gene is MPPRKKRRQPSQKAPLLFHQQPLEGPKHSCASTQLPITHTRQVPSKPIDHSTITSWVSPDFDTAAGSLFPAYQKHQNRARHSSRKPTTSKFPHLTFESPQSSSSETLGIPLIRECPSESEKDVSRRPLVPVLSPQSCGNMSVQALQSLPYVFIPPDIQTPESSSVKEELIPQDQKENSLLSCTLHTGTPNSPEPGPVLVKDTPEDKYGIKVTWRRRQHLLAYLRERGKLSRSQFLVKS.